From a dataset of Peptide-MHC class I binding affinity with 185,985 pairs from IEDB/IMGT. Regression. Given a peptide amino acid sequence and an MHC pseudo amino acid sequence, predict their binding affinity value. This is MHC class I binding data. (1) The peptide sequence is WSYYMATLK. The binding affinity (normalized) is 0.889. The MHC is HLA-A03:01 with pseudo-sequence HLA-A03:01. (2) The peptide sequence is FPRFKFVWV. The MHC is HLA-B54:01 with pseudo-sequence HLA-B54:01. The binding affinity (normalized) is 0.738. (3) The peptide sequence is ELTSNCTRTT. The MHC is HLA-A68:02 with pseudo-sequence HLA-A68:02. The binding affinity (normalized) is 0.212. (4) The peptide sequence is RFPLTFGW. The MHC is HLA-A02:03 with pseudo-sequence HLA-A02:03. The binding affinity (normalized) is 0.